This data is from Full USPTO retrosynthesis dataset with 1.9M reactions from patents (1976-2016). The task is: Predict the reactants needed to synthesize the given product. Given the product [CH3:23][C:14]1[CH:19]=[CH:18][CH:17]=[CH:16][C:15]=1[C:4]([C:3]1[CH:7]=[CH:8][C:9]([C:24]([O:25][CH3:30])=[O:27])=[CH:10][CH:2]=1)=[O:5], predict the reactants needed to synthesize it. The reactants are: C[C:2]1[CH:10]=[C:9](C(Cl)=O)[CH:8]=[CH:7][C:3]=1[C:4](Cl)=[O:5].[C:14]1([CH3:23])[CH:19]=[CH:18][CH:17]=[CH:16][C:15]=1B(O)O.[C:24](=[O:27])([O-])[O-:25].[Cs+].[Cs+].[C:30]1(C)C=CC=CC=1.